From a dataset of Full USPTO retrosynthesis dataset with 1.9M reactions from patents (1976-2016). Predict the reactants needed to synthesize the given product. (1) Given the product [CH2:23]([O:22][CH2:21][C@@H:20]([C:18]1[N:19]=[C:14]([C:31]2[CH:32]=[CH:33][C:28]([C:26]#[N:27])=[CH:29][CH:30]=2)[CH:15]=[CH:16][CH:17]=1)[OH:25])[CH3:24], predict the reactants needed to synthesize it. The reactants are: C([O-])([O-])=O.[Na+].[Na+].COCCOC.Br[C:14]1[N:19]=[C:18]([C@@H:20]([OH:25])[CH2:21][O:22][CH2:23][CH3:24])[CH:17]=[CH:16][CH:15]=1.[C:26]([C:28]1[CH:33]=[CH:32][C:31](B(O)O)=[CH:30][CH:29]=1)#[N:27]. (2) Given the product [CH3:23][C:20]1[N:19]2[N:24]=[N:25][N:26]=[C:18]2[C:17]2[N:27]=[C:14]([CH2:13][O:12][N:3]=[C:4]([CH3:5])[CH3:40])[N:15]([CH2:28][CH2:29][CH2:30][CH2:31][NH:32][S:33]([CH3:36])(=[O:34])=[O:35])[C:16]=2[C:21]=1[CH3:22], predict the reactants needed to synthesize it. The reactants are: O=C1C2[C:5](=CC=CC=2)[C:4](=O)[N:3]1[O:12][CH2:13][C:14]1[N:15]([CH2:28][CH2:29][CH2:30][CH2:31][NH:32][S:33]([CH3:36])(=[O:35])=[O:34])[C:16]2[C:21]([CH3:22])=[C:20]([CH3:23])[N:19]3[N:24]=[N:25][N:26]=[C:18]3[C:17]=2[N:27]=1.O.NN.[CH2:40](O)C. (3) Given the product [Cl:1][C:2]1[CH:7]=[CH:6][CH:5]=[C:4]([Cl:8])[C:3]=1[CH2:9][CH2:10][NH:11][CH2:16][C:15]1[CH:18]=[CH:19][CH:20]=[C:13]([I:12])[CH:14]=1, predict the reactants needed to synthesize it. The reactants are: [Cl:1][C:2]1[CH:7]=[CH:6][CH:5]=[C:4]([Cl:8])[C:3]=1[CH2:9][CH2:10][NH2:11].[I:12][C:13]1[CH:14]=[C:15]([CH:18]=[CH:19][CH:20]=1)[CH:16]=O.C(O[BH-](OC(=O)C)OC(=O)C)(=O)C.[Na+].[OH-].[Na+]. (4) Given the product [C:29]([O:33][C:34](=[O:45])[NH:35][CH2:36][C:37]1[CH:42]=[CH:41][CH:40]=[C:39]([CH2:43][NH:44][C:14]([C:11]2[CH:12]=[N:13][C:8]([C:4]3[CH:5]=[CH:6][CH:7]=[C:2]([F:1])[CH:3]=3)=[N:9][CH:10]=2)=[O:16])[CH:38]=1)([CH3:32])([CH3:30])[CH3:31], predict the reactants needed to synthesize it. The reactants are: [F:1][C:2]1[CH:3]=[C:4]([C:8]2[N:13]=[CH:12][C:11]([C:14]([OH:16])=O)=[CH:10][N:9]=2)[CH:5]=[CH:6][CH:7]=1.C(C1NC=CN=1)(C1NC=CN=1)=O.[C:29]([O:33][C:34](=[O:45])[NH:35][CH2:36][C:37]1[CH:42]=[CH:41][CH:40]=[C:39]([CH2:43][NH2:44])[CH:38]=1)([CH3:32])([CH3:31])[CH3:30]. (5) Given the product [CH3:3][C@H:4]1[NH:9][CH2:8][CH2:7][N:6]([C:16]2[C:20]3[CH:21]=[C:22]([C:25]#[N:26])[CH:23]=[CH:24][C:19]=3[S:18][CH:17]=2)[CH2:5]1, predict the reactants needed to synthesize it. The reactants are: [BH4-].[Na+].[CH3:3][C@H:4]1[N:9](C(=O)C(F)(F)F)[CH2:8][CH2:7][N:6]([C:16]2[C:20]3[CH:21]=[C:22]([C:25]#[N:26])[CH:23]=[CH:24][C:19]=3[S:18][CH:17]=2)[CH2:5]1.O. (6) Given the product [Cl:22][C:19]1[CH:20]=[CH:21][C:16]([CH:12]2[CH2:13][CH2:14][CH2:15][N:10]([C:8]([C:6]3[CH:7]=[C:2]([NH:25][CH3:24])[N:3]=[N:4][CH:5]=3)=[O:9])[CH2:11]2)=[C:17]([CH3:23])[CH:18]=1, predict the reactants needed to synthesize it. The reactants are: Cl[C:2]1[N:3]=[N:4][CH:5]=[C:6]([C:8]([N:10]2[CH2:15][CH2:14][CH2:13][CH:12]([C:16]3[CH:21]=[CH:20][C:19]([Cl:22])=[CH:18][C:17]=3[CH3:23])[CH2:11]2)=[O:9])[CH:7]=1.[CH3:24][NH2:25]. (7) Given the product [CH:35]([C:25]1[CH:24]=[C:23]([NH:22][C:20]([NH:19][C:12]2[C:13]3[C:18](=[CH:17][CH:16]=[CH:15][CH:14]=3)[C:9]([O:8][C:6]3[CH:5]=[CH:4][N:3]=[C:2]([NH:52][C:51]4[CH:53]=[C:54]([O:56][C:57]([F:59])([F:60])[F:58])[CH:55]=[C:49]([O:48][CH2:47][CH2:46][O:45][CH2:44][CH2:43][O:42][CH2:41][CH2:40][O:39][CH3:38])[CH:50]=4)[N:7]=3)=[CH:10][CH:11]=2)=[O:21])[N:27]([C:28]2[CH:33]=[CH:32][C:31]([CH3:34])=[CH:30][CH:29]=2)[N:26]=1)([CH3:37])[CH3:36], predict the reactants needed to synthesize it. The reactants are: Cl[C:2]1[N:7]=[C:6]([O:8][C:9]2[C:18]3[C:13](=[CH:14][CH:15]=[CH:16][CH:17]=3)[C:12]([NH:19][C:20]([NH:22][C:23]3[N:27]([C:28]4[CH:33]=[CH:32][C:31]([CH3:34])=[CH:30][CH:29]=4)[N:26]=[C:25]([CH:35]([CH3:37])[CH3:36])[CH:24]=3)=[O:21])=[CH:11][CH:10]=2)[CH:5]=[CH:4][N:3]=1.[CH3:38][O:39][CH2:40][CH2:41][O:42][CH2:43][CH2:44][O:45][CH2:46][CH2:47][O:48][C:49]1[CH:50]=[C:51]([CH:53]=[C:54]([O:56][C:57]([F:60])([F:59])[F:58])[CH:55]=1)[NH2:52]. (8) Given the product [ClH:23].[N:11]1([C:14]2[O:15][C:16]3[CH:22]=[CH:21][CH:20]=[CH:19][C:17]=3[N:18]=2)[CH2:12][CH2:13][NH:8][CH2:9][CH2:10]1, predict the reactants needed to synthesize it. The reactants are: C(OC([N:8]1[CH2:13][CH2:12][N:11]([C:14]2[O:15][C:16]3[CH:22]=[CH:21][CH:20]=[CH:19][C:17]=3[N:18]=2)[CH2:10][CH2:9]1)=O)(C)(C)C.[ClH:23]. (9) Given the product [OH:2][C:3]1[CH:4]=[C:5]([CH:30]=[CH:31][C:32]=1[OH:33])[C:6]([NH:8][C:9]1[S:10][C:11]([CH2:22][CH2:23][C:24]2[CH:29]=[CH:28][CH:27]=[CH:26][CH:25]=2)=[C:12]([C:14]2[CH:15]=[CH:16][C:17]([OH:20])=[CH:18][CH:19]=2)[N:13]=1)=[O:7], predict the reactants needed to synthesize it. The reactants are: C[O:2][C:3]1[CH:4]=[C:5]([CH:30]=[CH:31][C:32]=1[O:33]C)[C:6]([NH:8][C:9]1[S:10][C:11]([CH2:22][CH2:23][C:24]2[CH:29]=[CH:28][CH:27]=[CH:26][CH:25]=2)=[C:12]([C:14]2[CH:19]=[CH:18][C:17]([O:20]C)=[CH:16][CH:15]=2)[N:13]=1)=[O:7].B(Br)(Br)Br. (10) Given the product [CH3:1][C:2]1[CH:7]=[C:6]([CH2:8][CH2:9][C:10]2[CH:17]=[CH:16][C:13]([CH:14]=[O:15])=[CH:12][CH:11]=2)[CH:5]=[C:4]([CH3:18])[N:3]=1, predict the reactants needed to synthesize it. The reactants are: [CH3:1][C:2]1[CH:7]=[C:6]([C:8]#[C:9][C:10]2[CH:17]=[CH:16][C:13]([CH:14]=[O:15])=[CH:12][CH:11]=2)[CH:5]=[C:4]([CH3:18])[N:3]=1.